From a dataset of Forward reaction prediction with 1.9M reactions from USPTO patents (1976-2016). Predict the product of the given reaction. (1) Given the reactants Cl.[CH2:2]([O:9][NH2:10])[C:3]1[CH:8]=[CH:7][CH:6]=[CH:5][CH:4]=1.[C:11]1(C)C=CC=CC=1.C=O.[OH-].[Na+], predict the reaction product. The product is: [CH2:2]([O:9][N:10]=[CH2:11])[C:3]1[CH:8]=[CH:7][CH:6]=[CH:5][CH:4]=1. (2) Given the reactants [CH3:1][O:2][C:3]1[CH:12]=[C:11]2[C:6]([C:7]([NH:13][C:14]3[CH:19]=[CH:18][CH:17]=[CH:16][CH:15]=3)=[N:8][CH:9]=[N:10]2)=[CH:5][C:4]=1[OH:20].[CH2:21](Br)[CH:22]=[CH2:23], predict the reaction product. The product is: [CH2:23]([O:20][C:4]1[CH:5]=[C:6]2[C:11](=[CH:12][C:3]=1[O:2][CH3:1])[N:10]=[CH:9][N:8]=[C:7]2[NH:13][C:14]1[CH:19]=[CH:18][CH:17]=[CH:16][CH:15]=1)[CH:22]=[CH2:21]. (3) Given the reactants [ClH:1].O1CCOCC1.OC(C(F)(F)F)=O.[CH3:15][O:16][C:17]1[CH:22]=[CH:21][C:20]([NH:23][C:24]2[O:25][CH:26]=[C:27]([C:29]([N:31]3[CH2:36][CH2:35][N:34](C(OC(C)(C)C)=O)[CH2:33][CH:32]3[CH2:44][O:45][C:46]3[CH:47]=[N:48][CH:49]=[CH:50][CH:51]=3)=[O:30])[N:28]=2)=[CH:19][CH:18]=1, predict the reaction product. The product is: [ClH:1].[ClH:1].[CH3:15][O:16][C:17]1[CH:18]=[CH:19][C:20]([NH:23][C:24]2[O:25][CH:26]=[C:27]([C:29]([N:31]3[CH2:36][CH2:35][NH:34][CH2:33][CH:32]3[CH2:44][O:45][C:46]3[CH:47]=[N:48][CH:49]=[CH:50][CH:51]=3)=[O:30])[N:28]=2)=[CH:21][CH:22]=1. (4) The product is: [CH3:1][C:2]([C:6]1[CH:10]=[C:9]([NH:11][C:12](=[O:25])[C:13]([CH3:14])([S:15]([CH:18]2[CH2:23][CH2:22][O:21][CH2:20][CH2:19]2)(=[O:17])=[O:16])[CH3:24])[O:8][N:7]=1)([CH3:5])[CH2:3][NH:29][CH3:28]. Given the reactants [CH3:1][C:2]([C:6]1[CH:10]=[C:9]([NH:11][C:12](=[O:25])[C:13]([CH3:24])([S:15]([CH:18]2[CH2:23][CH2:22][O:21][CH2:20][CH2:19]2)(=[O:17])=[O:16])[CH3:14])[O:8][N:7]=1)([CH3:5])[CH:3]=O.CN.[C:28]([BH3-])#[N:29], predict the reaction product. (5) Given the reactants [F:1][C:2]([F:30])([F:29])[C:3]1[CH:4]=[C:5]([NH:9][C:10]([C:13]2[C:18]([NH:19]CC3C=CC(OC)=CC=3)=[N:17][CH:16]=[CH:15][N:14]=2)=[N:11][OH:12])[CH:6]=[CH:7][CH:8]=1, predict the reaction product. The product is: [NH2:19][C:18]1[C:13]([C:10](=[N:11][OH:12])[NH:9][C:5]2[CH:6]=[CH:7][CH:8]=[C:3]([C:2]([F:1])([F:30])[F:29])[CH:4]=2)=[N:14][CH:15]=[CH:16][N:17]=1. (6) Given the reactants [CH3:1][O:2][C:3]1[CH:4]=[C:5]([C:13]2N=N[C:16]([C:19]3[CH:24]=[CH:23][C:22]([O:25][CH3:26])=[C:21]([O:27][CH3:28])[CH:20]=3)=[N:15][CH:14]=2)[CH:6]=[C:7]([O:11][CH3:12])[C:8]=1[O:9][CH3:10].[CH:29]12CC(C=C1)C=[CH:30]2.CC=CCC=CC, predict the reaction product. The product is: [CH3:28][O:27][C:21]1[CH:20]=[C:19]([C:16]2[CH:30]=[CH:29][C:13]([C:5]3[CH:4]=[C:3]([O:2][CH3:1])[C:8]([O:9][CH3:10])=[C:7]([O:11][CH3:12])[CH:6]=3)=[CH:14][N:15]=2)[CH:24]=[CH:23][C:22]=1[O:25][CH3:26]. (7) Given the reactants [N:1]1([CH:7]2[CH2:12][CH2:11][CH:10]([O:13][C:14]3[C:15]4[CH:22]=[C:21]([CH2:23][CH2:24][NH:25][C:26](=O)OC(C)(C)C)[S:20][C:16]=4[N:17]=[CH:18][N:19]=3)[CH2:9][CH2:8]2)[CH2:6][CH2:5][O:4][CH2:3][CH2:2]1.[F:33][C:34]([F:39])([F:38])[C:35]([OH:37])=[O:36], predict the reaction product. The product is: [F:33][C:34]([F:39])([F:38])[C:35]([OH:37])=[O:36].[N:1]1([CH:7]2[CH2:12][CH2:11][CH:10]([O:13][C:14]3[C:15]4[C:22]5[CH2:26][NH:25][CH2:24][CH2:23][C:21]=5[S:20][C:16]=4[N:17]=[CH:18][N:19]=3)[CH2:9][CH2:8]2)[CH2:2][CH2:3][O:4][CH2:5][CH2:6]1.